Dataset: TCR-epitope binding with 47,182 pairs between 192 epitopes and 23,139 TCRs. Task: Binary Classification. Given a T-cell receptor sequence (or CDR3 region) and an epitope sequence, predict whether binding occurs between them. (1) The epitope is AVFDRKSDAK. The TCR CDR3 sequence is CASLISGTDTQYF. Result: 1 (the TCR binds to the epitope). (2) The epitope is FVRATATIPI. The TCR CDR3 sequence is CASSETGSNTEAFF. Result: 0 (the TCR does not bind to the epitope). (3) The epitope is TEKSNIIRGW. The TCR CDR3 sequence is CASNKLTSGGRDTQYF. Result: 0 (the TCR does not bind to the epitope).